From a dataset of Catalyst prediction with 721,799 reactions and 888 catalyst types from USPTO. Predict which catalyst facilitates the given reaction. (1) Reactant: [CH3:1][N:2]([CH3:14])[C:3]([CH2:5]P(=O)(OCC)OCC)=[O:4].[H-].[Na+].[CH2:17]([O:31][CH2:32][C:33]([CH2:38][O:39][CH2:40][CH2:41][CH2:42][CH2:43][CH2:44][CH2:45][CH2:46][CH2:47][CH2:48][CH2:49][CH2:50][CH2:51][CH2:52][CH3:53])([CH:36]=O)[CH:34]=O)[CH2:18][CH2:19][CH2:20][CH2:21][CH2:22][CH2:23][CH2:24][CH2:25][CH2:26][CH2:27][CH2:28][CH2:29][CH3:30]. Product: [CH3:14][N:2]([CH3:1])[C:3](=[O:4])[CH:5]=[CH:34][C:33]([CH2:38][O:39][CH2:40][CH2:41][CH2:42][CH2:43][CH2:44][CH2:45][CH2:46][CH2:47][CH2:48][CH2:49][CH2:50][CH2:51][CH2:52][CH3:53])([CH2:32][O:31][CH2:17][CH2:18][CH2:19][CH2:20][CH2:21][CH2:22][CH2:23][CH2:24][CH2:25][CH2:26][CH2:27][CH2:28][CH2:29][CH3:30])[CH:36]=[CH:5][C:3]([N:2]([CH3:14])[CH3:1])=[O:4]. The catalyst class is: 1. (2) Reactant: [N+:1]([O-:4])(O)=[O:2].[F:5][C:6]1[CH:11]=[CH:10][C:9]([C:12](=[O:18])[C:13]([O:15][CH2:16][CH3:17])=[O:14])=[C:8]([CH3:19])[CH:7]=1. Product: [F:5][C:6]1[C:11]([N+:1]([O-:4])=[O:2])=[CH:10][C:9]([C:12](=[O:18])[C:13]([O:15][CH2:16][CH3:17])=[O:14])=[C:8]([CH3:19])[CH:7]=1. The catalyst class is: 82. (3) The catalyst class is: 1. Reactant: C(N(CC)CC)C.Cl.[NH2:9][CH2:10][C@H:11]([OH:14])[CH2:12][Cl:13].[C:15](OC(=O)C)(=[O:17])[CH3:16]. Product: [C:15]([NH:9][CH2:10][C@H:11]([OH:14])[CH2:12][Cl:13])(=[O:17])[CH3:16]. (4) Reactant: [CH3:1][C:2]1([C:7]([C:9]2[C:17]3[C:12](=[N:13][CH:14]=[C:15]([C:18]4[CH:23]=[C:22]([O:24][CH3:25])[C:21]([O:26][CH3:27])=[C:20]([O:28][CH3:29])[CH:19]=4)[N:16]=3)[NH:11][CH:10]=2)=[O:8])[CH2:6][CH2:5][CH2:4][NH:3]1.[C:30](OC(=O)C)(=[O:32])[CH3:31]. Product: [CH3:1][C:2]1([C:7]([C:9]2[C:17]3[C:12](=[N:13][CH:14]=[C:15]([C:18]4[CH:23]=[C:22]([O:24][CH3:25])[C:21]([O:26][CH3:27])=[C:20]([O:28][CH3:29])[CH:19]=4)[N:16]=3)[NH:11][CH:10]=2)=[O:8])[CH2:6][CH2:5][CH2:4][N:3]1[C:30](=[O:32])[CH3:31]. The catalyst class is: 4.